Dataset: Forward reaction prediction with 1.9M reactions from USPTO patents (1976-2016). Task: Predict the product of the given reaction. Given the reactants [Cl:1][C:2]1[CH:3]=[CH:4][C:5](I)=[C:6]([NH:8][CH2:9][CH:10]=[C:11]([CH3:13])[CH3:12])[CH:7]=1.C(N(CC)CC)C, predict the reaction product. The product is: [Cl:1][C:2]1[CH:7]=[C:6]2[C:5]([C:10]([CH:11]([CH3:13])[CH3:12])=[CH:9][NH:8]2)=[CH:4][CH:3]=1.